From a dataset of Forward reaction prediction with 1.9M reactions from USPTO patents (1976-2016). Predict the product of the given reaction. (1) Given the reactants [F:1][CH:2]([F:23])[C:3]1[CH:8]=[CH:7][C:6]([C:9]2[N:10]=[C:11]3[C:16]([C:17]([O:19]CC)=[O:18])=[CH:15][CH:14]=[CH:13][N:12]3[CH:22]=2)=[CH:5][CH:4]=1.Cl, predict the reaction product. The product is: [F:23][CH:2]([F:1])[C:3]1[CH:8]=[CH:7][C:6]([C:9]2[N:10]=[C:11]3[C:16]([C:17]([OH:19])=[O:18])=[CH:15][CH:14]=[CH:13][N:12]3[CH:22]=2)=[CH:5][CH:4]=1. (2) Given the reactants Cl[C:2]1[CH:7]=[N:6][N:5]([CH3:8])[C:4](=[O:9])[C:3]=1[NH:10][C@H:11]([C:13]1[N:17]([C:18]2[CH:23]=[CH:22][CH:21]=[CH:20][CH:19]=2)[C:16]2[CH:24]=[C:25]([F:28])[CH:26]=[CH:27][C:15]=2[N:14]=1)[CH3:12], predict the reaction product. The product is: [F:28][C:25]1[CH:26]=[CH:27][C:15]2[N:14]=[C:13]([C@@H:11]([NH:10][C:3]3[C:4](=[O:9])[N:5]([CH3:8])[N:6]=[CH:7][CH:2]=3)[CH3:12])[N:17]([C:18]3[CH:19]=[CH:20][CH:21]=[CH:22][CH:23]=3)[C:16]=2[CH:24]=1. (3) Given the reactants [N:1]1[CH:6]=[CH:5][C:4]([N:7]2[CH2:12][CH2:11][CH:10]([CH2:13][O:14][C:15]([NH:17][NH:18][C:19]3[C:20]([NH2:25])=[CH:21][CH:22]=[CH:23][CH:24]=3)=[O:16])[CH2:9][CH2:8]2)=[CH:3][CH:2]=1.[CH3:26][C:27]1[CH:35]=[CH:34][C:30]([C:31]([Cl:33])=[O:32])=[CH:29][CH:28]=1, predict the reaction product. The product is: [ClH:33].[CH3:26][C:27]1[CH:35]=[CH:34][C:30]([C:31]([NH:25][C:20]2[C:19]([NH:18][NH:17][C:15]([O:14][CH2:13][CH:10]3[CH2:9][CH2:8][N:7]([C:4]4[CH:5]=[CH:6][N:1]=[CH:2][CH:3]=4)[CH2:12][CH2:11]3)=[O:16])=[CH:24][CH:23]=[CH:22][CH:21]=2)=[O:32])=[CH:29][CH:28]=1. (4) The product is: [CH:24]12[CH2:33][CH:28]3[CH2:29][CH:30]([CH2:32][CH:26]([CH2:27]3)[CH:25]1[CH2:34][O:35][C:36]1[C:44]([Cl:45])=[CH:43][C:39]([C:40]([O:42][C:6]([CH3:10])([CH3:7])[CH3:5])=[O:41])=[C:38]([F:46])[CH:37]=1)[CH2:31]2. Given the reactants ClC1C(OCC2(C(F)(F)F)CCCCC2)=C[C:5](F)=[C:6]([CH:10]=1)[C:7](O)=O.[CH:24]12[CH2:33][CH:28]3[CH2:29][CH:30]([CH2:32][CH:26]([CH2:27]3)[CH:25]1[CH2:34][O:35][C:36]1[C:44]([Cl:45])=[CH:43][C:39]([C:40]([OH:42])=[O:41])=[C:38]([F:46])[CH:37]=1)[CH2:31]2, predict the reaction product. (5) Given the reactants C(OC([N:8]1[CH2:32][CH2:31][C:11]2([CH2:14][N:13]([C@H:15]3[C:23]4[C:18](=[CH:19][C:20]([C:24]5[CH:29]=[C:28]([CH3:30])[N:27]=[CH:26][N:25]=5)=[CH:21][CH:22]=4)[CH2:17][CH2:16]3)[CH2:12]2)[CH2:10][CH2:9]1)=O)(C)(C)C.[ClH:33], predict the reaction product. The product is: [ClH:33].[ClH:33].[CH3:30][C:28]1[N:27]=[CH:26][N:25]=[C:24]([C:20]2[CH:19]=[C:18]3[C:23](=[CH:22][CH:21]=2)[CH:15]([N:13]2[CH2:14][C:11]4([CH2:31][CH2:32][NH:8][CH2:9][CH2:10]4)[CH2:12]2)[CH2:16][CH2:17]3)[CH:29]=1. (6) Given the reactants [BH4-].[Na+].[C:3]([O:7][C:8](=[O:26])[NH:9][CH:10]([C:18]1[CH:23]=[CH:22][C:21]([O:24][CH3:25])=[CH:20][CH:19]=1)[CH:11]1[CH2:16][CH2:15][C:14](=[O:17])[CH2:13][CH2:12]1)([CH3:6])([CH3:5])[CH3:4], predict the reaction product. The product is: [C:3]([O:7][C:8](=[O:26])[NH:9][CH:10]([CH:11]1[CH2:16][CH2:15][CH:14]([OH:17])[CH2:13][CH2:12]1)[C:18]1[CH:23]=[CH:22][C:21]([O:24][CH3:25])=[CH:20][CH:19]=1)([CH3:6])([CH3:4])[CH3:5].